The task is: Predict the product of the given reaction.. This data is from Forward reaction prediction with 1.9M reactions from USPTO patents (1976-2016). (1) Given the reactants [F:1][C:2]1[CH:3]=[C:4]2[N:13]([S:14]([C:17]3[CH:23]=[CH:22][C:20]([CH3:21])=[CH:19][CH:18]=3)(=[O:16])=[O:15])[CH:12]=[CH:11][C:5]2=[N:6][C:7]=1[C:8](=O)[CH3:9].CC([O-])=O.[Na+].Cl.[NH2:30][OH:31], predict the reaction product. The product is: [F:1][C:2]1[CH:3]=[C:4]2[N:13]([S:14]([C:17]3[CH:23]=[CH:22][C:20]([CH3:21])=[CH:19][CH:18]=3)(=[O:16])=[O:15])[CH:12]=[CH:11][C:5]2=[N:6][C:7]=1[C:8](=[N:30][OH:31])[CH3:9]. (2) Given the reactants Cl.C[O:3][C:4](=[O:9])[C@@H:5]([CH2:7][OH:8])[NH2:6].C(N(CC)CC)C.[CH:17](=O)[C:18]1[CH:23]=[CH:22][CH:21]=[CH:20][CH:19]=1.[BH4-].[Na+].[OH-].[Na+].[OH-].[Na+].O.CO.Cl, predict the reaction product. The product is: [C:18]1([CH2:17][NH:6][C@@H:5]([C:4]([OH:3])=[O:9])[CH2:7][OH:8])[CH:23]=[CH:22][CH:21]=[CH:20][CH:19]=1.